Task: Regression. Given a target protein amino acid sequence and a drug SMILES string, predict the binding affinity score between them. We predict pIC50 (pIC50 = -log10(IC50 in M); higher means more potent). Dataset: bindingdb_ic50.. Dataset: Drug-target binding data from BindingDB using IC50 measurements (1) The small molecule is CCOC(=O)Nc1cc(NC(C)CCCN(CC)CC)c2nc(C)c(C)nc2n1. The target protein (P9WN95) has sequence MTPPHNYLAVIKVVGIGGGGVNAVNRMIEQGLKGVEFIAINTDAQALLMSDADVKLDVGRDSTRGLGAGADPEVGRKAAEDAKDEIEELLRGADMVFVTAGEGGGTGTGGAPVVASIARKLGALTVGVVTRPFSFEGKRRSNQAENGIAALRESCDTLIVIPNDRLLQMGDAAVSLMDAFRSADEVLLNGVQGITDLITTPGLINVDFADVKGIMSGAGTALMGIGSARGEGRSLKAAEIAINSPLLEASMEGAQGVLMSIAGGSDLGLFEINEAASLVQDAAHPDANIIFGTVIDDSLGDEVRVTVIAAGFDVSGPGRKPVMGETGGAHRIESAKAGKLTSTLFEPVDAVSVPLHTNGATLSIGGDDDDVDVPPFMRR. The pIC50 is 4.0. (2) The drug is O=C(NCC1CN(c2ccc(N3CCCC(O)C3)c(F)c2)C(=O)O1)c1ccc(Cl)s1. The target protein (P00742) has sequence MGRPLHLVLLSASLAGLLLLGESLFIRREQANNILARVTRANSFLEEMKKGHLERECMEETCSYEEAREVFEDSDKTNEFWNKYKDGDQCETSPCQNQGKCKDGLGEYTCTCLEGFEGKNCELFTRKLCSLDNGDCDQFCHEEQNSVVCSCARGYTLADNGKACIPTGPYPCGKQTLERRKRSVAQATSSSGEAPDSITWKPYDAADLDPTENPFDLLDFNQTQPERGDNNLTRIVGGQECKDGECPWQALLINEENEGFCGGTILSEFYILTAAHCLYQAKRFKVRVGDRNTEQEEGGEAVHEVEVVIKHNRFTKETYDFDIAVLRLKTPITFRMNVAPACLPERDWAESTLMTQKTGIVSGFGRTHEKGRQSTRLKMLEVPYVDRNSCKLSSSFIITQNMFCAGYDTKQEDACQGDSGGPHVTRFKDTYFVTGIVSWGEGCARKGKYGIYTKVTAFLKWIDRSMKTRGLPKAKSHAPEVITSSPLK. The pIC50 is 6.3. (3) The small molecule is NCC1Cc2cc(F)cc(-c3ccc(Cl)cc3Cl)c2O1. The target protein (P29972) has sequence MASEFKKKLFWRAVVAEFLATTLFVFISIGSALGFKYPVGNNQTAVQDNVKVSLAFGLSIATLAQSVGHISGAHLNPAVTLGLLLSCQISIFRALMYIIAQCVGAIVATAILSGITSSLTGNSLGRNDLADGVNSGQGLGIEIIGTLQLVLCVLATTDRRRRDLGGSAPLAIGLSVALGHLLAIDYTGCGINPARSFGSAVITHNFSNHWIFWVGPFIGGALAVLIYDFILAPRSSDLTDRVKVWTSGQVEEYDLDADDINSRVEMKPK. The pIC50 is 4.8. (4) The small molecule is CC1=C(CCC(=O)O)c2cc3[nH]c(cc4[nH]c(cc5nc(cc1n2)C(C)=C5C(O)CO)c(C)c4C(O)CO)c(C)c3CCC(=O)O. The target protein sequence is MTGDTPINIFGRNILTALGMSLNLPVARIEPIKITLKPGKDGPRLKQWPLTKEKVEALKEICEKMEKEGQLEEAPPTNPYNTPTFAIKKKDKNKWRMLIDFRELNRVTQDFTEIQLGIPHPAGLAKKKRITVLDVGDAYFSIPLYEDFRPYTAFTLPSVNNVEPGKRYIYKVLPQGWKGSPAIFQYTMRQILEPFRKANPDVILIQYMDDILIASDRTGLEHDKVVLQLKELLNGLGFSTPEEKFQKDPPFQWMGYELWPTKWKLQKIQLPQKETWTVNDIQKLVGILNWAAQIYPGIKTKHLCRLIRGKMTLTEEVQWTELAEAELEENRIILDQEQEGHYYQEEKELEATIQKSQDNQWTYKIHQEEKILKVGKYAKIKNTHTNGVRLLAQVVQKIGKEALVIWGRIPKFHLPVERETWEQWWDNYWQVTWIPEWDFVSTPPLVRLTFNLVGDPIPGTETFYTDGSCNRQSKEGKAGYVTDRGRDKVRVLEQTTNQQA.... The pIC50 is 3.3. (5) The compound is O=C(NN=Cc1ccc(O)c(O)c1O)c1[nH]nc2ccccc12. The target protein (P17952) has sequence MNTQQLAKLRSIVPEMRRVRHIHFVGIGGAGMGGIAEVLANEGYQISGSDLAPNPVTQQLMNLGATIYFNHRPENVRDASVVVVSSAISADNPEIVAAHEARIPVIRRAEMLAELMRFRHGIAIAGTHGKTTTTAMVSSIYAEAGLDPTFVNGGLVKAAGVHARLGHGRYLIAEADESDASFLHLQPMVAIVTNIEADHMDTYQGDFENLKQTFINFLHNLPFYGRAVMCVDDPVIRELLPRVGRQTTTYGFSEDADVRVEDYQQIGPQGHFTLLRQDKEPMRVTLNAPGRHNALNAAAAVAVATEEGIDDEAILRALESFQGTGRRFDFLGEFPLEPVNGKSGTAMLVDDYGHHPTEVDATIKAARAGWPDKNLVMLFQPHRFTRTRDLYDDFANVLTQVDTLLMLEVYPAGEAPIPGADSRSLCRTIRGRGKIDPILVPDPARVAEMLAPVLTGNDLILVQGAGNIGKIARSLAEIKLKPQTPEEEQHD. The pIC50 is 3.9. (6) The small molecule is O=C1c2cccc3c(NC4CCNCC4)ccc(c23)C(=O)N1c1cccc(Br)c1. The target protein sequence is MSTNPKPQRKTKRNTNRRPQDVKFPGGGQIVGGVYLLPRRGPRLGVRATRKTSERSQPRGRRQPIPKDRRSTGKSWGKPGYPWPLYGNEGCGWAGWLLSPRGSRPTWGPTDPRHRSRNLGRVIDTITCGFADLMGYIPVVGAPVGGVARALAHGVRVLEDGINYATGNLPGCSFSIFLLALLSCVTVPVSAVEVRNISSSYYATNDCSNNSITWQLTDAVLHLPGCVPCENDNGTLHCWIQVTPNVAVKHRGALTRSLRTHVDMIVMAATACSALYVGDVCGAVMILSQAFMVSPQRHNFTQECNCSIYQGHITGHRMAWDMMLSWSPTLTMILAYAARVPELVLEIIFGGHWGVVFGLAYFSMQGAWAKVIAILLLVAGVDATTYSSGQEAGRTVAGFAGLFTTGAKQNLYLINTNGSWHINRTALNCNDSLQTGFLASLFYTHKFNSSGCPERLSSCRGLDDFRIGWGTLEYETNVTNDGDMRPYCWHYPPRPCGIVP.... The pIC50 is 6.9. (7) The compound is N#Cc1cc(CCc2ccccn2)sc1NC(=O)c1cc(S(=O)(=O)N2CCOCC2)ccc1Cl. The target protein sequence is MKLTIHEIAQVVGAKNDISIFEDTQLEKAEFDSRLIGTGDLFVPLKGARDGHDFIETAFENGAAVTLSEKEVSNHPYILVDDVLTAFQSLASYYLEKTTVDVFAVTGSNGKTTTKDMLAHLLSTRYKTYKTQGNYNNEIGLPYTVLHMPEGTEKLVLEMGQDHLGDIHLLSELARPKTAIVTLVGEAHLAFFKDRSEIAKGKMQIADGMASGSLLLAPADPIVEDYLPTDKKVVRFGQGAELEITDLVERKDSLTFKANFLEQALDLPVTGKYNATNAMIASYVALQEGVSEEQIRLAFQDLELTRNRTEWKKAANGADILSDVYNANPTAMKLILETFSAIPANEGGKKIAVLADMKELGDQSVQLHNQMILSLSPDVLDTVIFYGQDIAQLAQLASQMFPIGHVYYFKKTEDQDQFEDLVKQVKESLGAHDQILLKGSNSMNLAKLVESLENEDK. The pIC50 is 5.2. (8) The compound is C=CC(=O)Nc1ccc2ncnc(Nc3cccc(Br)c3)c2c1. The target protein sequence is GEAPNQALLRILKETEFKKIKVLGSGAFGTVYKGLWIPEGEKVKIPVAIKELREATSPKANKEILDEAYVMASVDNPHVCRLLGICLTSTVQLIMQLMPFGCLLDYVREHKDNIGSQYLLNWCVQIAKGMNYLEDRRLVHRDLAARNVLVKTPQHVKITDFGLAKLLGAEEKEYHAEGGKVPIKWMALESILHRIYTHQSDVWSYGVTVWELMTFGSKPYDGIPASEISSILEKGERLPQPPICTIDVYMIMVKCWMIDADSRPKFRELIIEFSKMARDPQRYLVIQGDERMHLPSPTDSNFYRALMDEEDMDDVVDADEYLIPQQGFFSSPSTSRTPLLSSLSATSNNSTVACIDRNGLQSCPIKEDSFLQRYSSDPTGALTEDSIDDTFLPVPEYINQSVPKRPAGSVQNPVYHNQPLNPAPSRDPHYQDPHSTAVGNPEYLNTVQPTCVNSTFDSPAHWAQKGSHQISLDNPDYQQDFFPKEAKPNGIFKGSTAENA.... The pIC50 is 8.9. (9) The pIC50 is 8.0. The target protein (Q13093) has sequence MVPPKLHVLFCLCGCLAVVYPFDWQYINPVAHMKSSAWVNKIQVLMAAASFGQTKIPRGNGPYSVGCTDLMFDHTNKGTFLRLYYPSQDNDRLDTLWIPNKEYFWGLSKFLGTHWLMGNILRLLFGSMTTPANWNSPLRPGEKYPLVVFSHGLGAFRTLYSAIGIDLASHGFIVAAVEHRDRSASATYYFKDQSAAEIGDKSWLYLRTLKQEEETHIRNEQVRQRAKECSQALSLILDIDHGKPVKNALDLKFDMEQLKDSIDREKIAVIGHSFGGATVIQTLSEDQRFRCGIALDAWMFPLGDEVYSRIPQPLFFINSEYFQYPANIIKMKKCYSPDKERKMITIRGSVHQNFADFTFATGKIIGHMLKLKGDIDSNVAIDLSNKASLAFLQKHLGLHKDFDQWDCLIEGDDENLIPGTNINTTNQHIMLQNSSGIEKYN. The compound is FC(F)(F)c1cc(Oc2ccc(COc3ccn4c(-c5cncnc5)cnc4n3)cc2)ccc1Cl.